This data is from Full USPTO retrosynthesis dataset with 1.9M reactions from patents (1976-2016). The task is: Predict the reactants needed to synthesize the given product. (1) Given the product [F:1][C:2]1[CH:3]=[C:4]([C:9]2([O:13][CH3:17])[CH2:12][O:11][CH2:10]2)[CH:5]=[C:6]([F:8])[CH:7]=1, predict the reactants needed to synthesize it. The reactants are: [F:1][C:2]1[CH:3]=[C:4]([C:9]2([OH:13])[CH2:12][O:11][CH2:10]2)[CH:5]=[C:6]([F:8])[CH:7]=1.[H-].[Na+].I[CH3:17]. (2) The reactants are: [F:1][C:2]1[CH:7]=[C:6]([F:8])[C:5](I)=[CH:4][C:3]=1[C:10]1[CH:15]=[CH:14][C:13]([C:16]([O:18][CH3:19])=[O:17])=[CH:12][C:11]=1[CH3:20].[B:21]1([B:21]2[O:25][C:24]([CH3:27])([CH3:26])[C:23]([CH3:29])([CH3:28])[O:22]2)[O:25][C:24]([CH3:27])([CH3:26])[C:23]([CH3:29])([CH3:28])[O:22]1.C([O-])(=O)C.[K+].B([O-])([O-])[O-].B(O)O. Given the product [F:1][C:2]1[CH:7]=[C:6]([F:8])[C:5]([B:21]2[O:25][C:24]([CH3:27])([CH3:26])[C:23]([CH3:29])([CH3:28])[O:22]2)=[CH:4][C:3]=1[C:10]1[CH:15]=[CH:14][C:13]([C:16]([O:18][CH3:19])=[O:17])=[CH:12][C:11]=1[CH3:20], predict the reactants needed to synthesize it. (3) Given the product [OH:4][C@H:3]([CH2:5][OH:6])[CH2:2][N:10]1[CH2:9][CH2:8][C:14]2[CH:15]=[CH:16][C:17]([C:19]3[N:23]=[C:22]([C:24]4[CH:25]=[CH:26][C:27]([O:32][CH2:33][C:34]([F:37])([F:35])[F:36])=[C:28]([CH:31]=4)[C:29]#[N:30])[O:21][N:20]=3)=[CH:18][C:13]=2[CH2:12][CH2:11]1, predict the reactants needed to synthesize it. The reactants are: O=[CH:2][C@@H:3]([CH2:5][OH:6])[OH:4].Cl.[CH2:8]1[C:14]2[CH:15]=[CH:16][C:17]([C:19]3[N:23]=[C:22]([C:24]4[CH:25]=[CH:26][C:27]([O:32][CH2:33][C:34]([F:37])([F:36])[F:35])=[C:28]([CH:31]=4)[C:29]#[N:30])[O:21][N:20]=3)=[CH:18][C:13]=2[CH2:12][CH2:11][NH:10][CH2:9]1.C(O[BH-](OC(=O)C)OC(=O)C)(=O)C.[Na+].C(=O)([O-])O.[Na+]. (4) Given the product [N+:1]([C:4]([N+:6]([O-:8])=[O:7])([CH3:5])[CH2:13][CH2:12][C:11]([O:15][CH:16]([CH2:19][CH2:20][CH2:21][CH2:22][CH3:23])[CH2:17][CH3:18])=[O:14])([O-:3])=[O:2], predict the reactants needed to synthesize it. The reactants are: [N+:1]([CH:4]([N+:6]([O-:8])=[O:7])[CH3:5])([O-:3])=[O:2].[OH-].[K+].[C:11]([O:15][CH:16]([CH2:19][CH2:20][CH2:21][CH2:22][CH3:23])[CH2:17][CH3:18])(=[O:14])[CH:12]=[CH2:13].CO. (5) Given the product [NH2:1][C:2]1[N:6]([C:7]2[CH:12]=[CH:11][C:10]([F:13])=[CH:9][CH:8]=2)[N:5]=[CH:4][C:3]=1[C:14]([NH:16][CH2:17][C:18]([CH2:24][N:25]([CH2:26][CH2:27][F:28])[C:32]([C:31]1[CH:35]=[CH:36][CH:37]=[CH:38][C:30]=1[F:29])=[O:33])([OH:23])[C:19]([F:21])([F:22])[F:20])=[O:15], predict the reactants needed to synthesize it. The reactants are: [NH2:1][C:2]1[N:6]([C:7]2[CH:12]=[CH:11][C:10]([F:13])=[CH:9][CH:8]=2)[N:5]=[CH:4][C:3]=1[C:14]([NH:16][CH2:17][C:18]([CH2:24][NH:25][CH2:26][CH2:27][F:28])([OH:23])[C:19]([F:22])([F:21])[F:20])=[O:15].[F:29][C:30]1[CH:38]=[CH:37][CH:36]=[CH:35][C:31]=1[C:32](Cl)=[O:33].C(N(C(C)C)CC)(C)C. (6) The reactants are: C([O:5][C:6](=[O:24])/[CH:7]=[CH:8]/[C:9]1[CH:10]=[N:11][C:12]2[NH:21][C:20](=[O:22])[C@H:19]3[N:15]([CH2:16][CH2:17][CH2:18]3)[CH2:14][C:13]=2[CH:23]=1)(C)(C)C.C(O)(C(F)(F)F)=O.C(Cl)[Cl:33]. Given the product [ClH:33].[O:22]=[C:20]1[C@H:19]2[N:15]([CH2:16][CH2:17][CH2:18]2)[CH2:14][C:13]2[CH:23]=[C:9](/[CH:8]=[CH:7]/[C:6]([OH:24])=[O:5])[CH:10]=[N:11][C:12]=2[NH:21]1, predict the reactants needed to synthesize it. (7) Given the product [CH2:1]([O:3][C:4]([CH:6]1[CH2:11][CH2:10][C:9]([O:12][S:30]([C:29]([F:42])([F:41])[F:28])(=[O:32])=[O:31])=[CH:8][CH2:7]1)=[O:5])[CH3:2], predict the reactants needed to synthesize it. The reactants are: [CH2:1]([O:3][C:4]([CH:6]1[CH2:11][CH2:10][C:9](=[O:12])[CH2:8][CH2:7]1)=[O:5])[CH3:2].C(C1C=C(C)C=C(C(C)(C)C)N=1)(C)(C)C.[F:28][C:29]([F:42])([F:41])[S:30](O[S:30]([C:29]([F:42])([F:41])[F:28])(=[O:32])=[O:31])(=[O:32])=[O:31].C(=O)([O-])O.[Na+]. (8) Given the product [F:19][C:16]([F:17])([F:18])[C:13]1[N:11]2[N:12]=[C:7]([N:1]3[CH2:2][CH2:3][N:4]([CH2:20][C:22]4[CH:31]=[CH:30][C:25]([C:26]([O:28][CH3:29])=[O:27])=[CH:24][CH:23]=4)[CH2:5][CH2:6]3)[CH:8]=[CH:9][C:10]2=[N:15][N:14]=1, predict the reactants needed to synthesize it. The reactants are: [N:1]1([C:7]2[CH:8]=[CH:9][C:10]3[N:11]([C:13]([C:16]([F:19])([F:18])[F:17])=[N:14][N:15]=3)[N:12]=2)[CH2:6][CH2:5][NH:4][CH2:3][CH2:2]1.[CH:20]([C:22]1[CH:31]=[CH:30][C:25]([C:26]([O:28][CH3:29])=[O:27])=[CH:24][CH:23]=1)=O. (9) Given the product [CH:62]([O:61][C:58]1[CH:59]=[CH:60][C:55]([NH:54][C:24]([N:26]2[CH2:27][CH2:28][CH:29]([C:32]3[C:41]4[C:36](=[CH:37][C:38]([NH:1][CH2:2][CH2:3][CH2:4][N:5]5[CH2:6][CH2:7][N:8]([CH3:11])[CH2:9][CH2:10]5)=[CH:39][CH:40]=4)[N:35]=[CH:34][N:33]=3)[CH2:30][CH2:31]2)=[O:25])=[CH:56][CH:57]=1)([CH3:64])[CH3:63], predict the reactants needed to synthesize it. The reactants are: [NH2:1][CH2:2][CH2:3][CH2:4][N:5]1[CH2:10][CH2:9][N:8]([CH3:11])[CH2:7][CH2:6]1.CCN(CC)CC.C(O[C:24]([N:26]1[CH2:31][CH2:30][CH:29]([C:32]2[C:41]3[C:36](=[CH:37][C:38](F)=[CH:39][CH:40]=3)[N:35]=[CH:34][N:33]=2)[CH2:28][CH2:27]1)=[O:25])(C)(C)C.[N+](C1C=CC(OC(=O)[NH:54][C:55]2[CH:60]=[CH:59][C:58]([O:61][CH:62]([CH3:64])[CH3:63])=[CH:57][CH:56]=2)=CC=1)([O-])=O. (10) The reactants are: [I:1][C:2]1[CH:10]=[CH:9][C:5]([C:6]([OH:8])=O)=[CH:4][CH:3]=1.CCN(C(C)C)C(C)C.CN(C(ON1N=NC2C=CC=NC1=2)=[N+](C)C)C.F[P-](F)(F)(F)(F)F.[N:44]1[C:53]2[C:48](=[CH:49][CH:50]=[CH:51][C:52]=2[NH2:54])[CH:47]=[CH:46][CH:45]=1. Given the product [I:1][C:2]1[CH:3]=[CH:4][C:5]([C:6]([NH:54][C:52]2[CH:51]=[CH:50][CH:49]=[C:48]3[C:53]=2[N:44]=[CH:45][CH:46]=[CH:47]3)=[O:8])=[CH:9][CH:10]=1, predict the reactants needed to synthesize it.